This data is from Forward reaction prediction with 1.9M reactions from USPTO patents (1976-2016). The task is: Predict the product of the given reaction. (1) Given the reactants [NH:1]1[C:6]2[CH:7]=[CH:8][S:9][C:5]=2[C:4](=[O:10])[NH:3][C:2]1=[O:11].FC(F)(F)C(OC1C(OC(=O)C(F)(F)F)=C([I:23])C=CC=1)=O.II, predict the reaction product. The product is: [I:23][C:7]1[C:6]2[NH:1][C:2](=[O:11])[NH:3][C:4](=[O:10])[C:5]=2[S:9][CH:8]=1. (2) The product is: [Cl:1][C:2]1[CH:3]=[CH:4][CH:5]=[C:6]2[C:11]=1[C:10]([CH2:12][CH2:13][N:14]1[CH2:15][CH2:16][O:17][CH2:18][CH2:19]1)=[N:9][C:8]([C@@H:20]([NH:22][C:23]1[N:31]=[CH:30][N:29]=[C:28]3[C:24]=1[N:25]=[CH:26][NH:27]3)[CH3:21])=[C:7]2[F:38]. Given the reactants [Cl:1][C:2]1[CH:3]=[CH:4][CH:5]=[C:6]2[C:11]=1[C:10]([CH2:12][CH2:13][N:14]1[CH2:19][CH2:18][O:17][CH2:16][CH2:15]1)=[N:9][C:8]([C@@H:20]([NH:22][C:23]1[N:31]=[CH:30][N:29]=[C:28]3[C:24]=1[N:25]=[CH:26][N:27]3C1CCCCO1)[CH3:21])=[C:7]2[F:38], predict the reaction product.